This data is from Full USPTO retrosynthesis dataset with 1.9M reactions from patents (1976-2016). The task is: Predict the reactants needed to synthesize the given product. (1) Given the product [CH3:1][CH:2]([CH3:26])[CH:3]([C:5]1[O:6][C:7]2[CH:14]=[CH:13][C:12]([O:15][C:16]3[CH:21]=[CH:20][C:19]([C:22]([F:24])([F:23])[F:25])=[CH:18][N:17]=3)=[CH:11][C:8]=2[C:9]=1[CH3:10])[OH:4], predict the reactants needed to synthesize it. The reactants are: [CH3:1][CH:2]([CH3:26])[C:3]([C:5]1[O:6][C:7]2[CH:14]=[CH:13][C:12]([O:15][C:16]3[CH:21]=[CH:20][C:19]([C:22]([F:25])([F:24])[F:23])=[CH:18][N:17]=3)=[CH:11][C:8]=2[C:9]=1[CH3:10])=[O:4].[BH4-].[Na+].O. (2) The reactants are: [OH:1][C@@:2]1([CH2:9][NH:10][C:11]([C:13]2[C:14]3[CH:15]=[CH:16][C:17](Cl)=[N:18][C:19]=3[CH:20]=[CH:21][C:22]=2[Cl:23])=[O:12])[CH2:7][CH2:6][CH2:5][C@H:4]([CH3:8])[CH2:3]1.CCN(C(C)C)C(C)C.Cl.Cl.[N:36]1([CH:41]2[CH2:45][CH2:44][NH:43][CH2:42]2)[CH2:40][CH2:39][CH2:38][CH2:37]1. Given the product [OH:1][C@@:2]1([CH2:9][NH:10][C:11]([C:13]2[C:14]3[CH:15]=[CH:16][C:17]([N:43]4[CH2:44][CH2:45][CH:41]([N:36]5[CH2:40][CH2:39][CH2:38][CH2:37]5)[CH2:42]4)=[N:18][C:19]=3[CH:20]=[CH:21][C:22]=2[Cl:23])=[O:12])[CH2:7][CH2:6][CH2:5][C@H:4]([CH3:8])[CH2:3]1, predict the reactants needed to synthesize it.